Dataset: Full USPTO retrosynthesis dataset with 1.9M reactions from patents (1976-2016). Task: Predict the reactants needed to synthesize the given product. (1) The reactants are: CC1C=CC(S(N[C@H]([C@@H](N)C2C=CC=CC=2)C2C=CC=CC=2)(=O)=O)=CC=1.[CH2:27]([O:34][C:35]([N:37]1[C:46]2[C:41](=[CH:42][CH:43]=[CH:44][CH:45]=2)[C:40](=[O:47])[CH2:39][CH2:38]1)=[O:36])[C:28]1[CH:33]=[CH:32][CH:31]=[CH:30][CH:29]=1.[OH-].[K+].Cl. Given the product [CH2:27]([O:34][C:35]([N:37]1[C:46]2[C:41](=[CH:42][CH:43]=[CH:44][CH:45]=2)[C@@H:40]([OH:47])[CH2:39][CH2:38]1)=[O:36])[C:28]1[CH:33]=[CH:32][CH:31]=[CH:30][CH:29]=1, predict the reactants needed to synthesize it. (2) The reactants are: [O:1]1[CH:3]([CH2:4][CH3:5])[CH2:2]1.[CH3:6][O:7][C:8]1[CH:9]=[C:10]([Mg]Br)[CH:11]=[CH:12][CH:13]=1. Given the product [CH3:6][O:7][C:8]1[CH:9]=[C:10]([CH2:2][CH:3]([OH:1])[CH2:4][CH3:5])[CH:11]=[CH:12][CH:13]=1, predict the reactants needed to synthesize it. (3) Given the product [CH3:1][C:2]1[C:11]([O:12][CH3:13])=[CH:10][C:5]2[N:6]([CH2:17][C:18]([OH:20])=[O:19])[C:7](=[O:9])[O:8][C:4]=2[CH:3]=1, predict the reactants needed to synthesize it. The reactants are: [CH3:1][C:2]1[C:11]([O:12][CH3:13])=[CH:10][C:5]2[NH:6][C:7](=[O:9])[O:8][C:4]=2[CH:3]=1.[H-].[Na+].Br[CH2:17][C:18]([O:20]CC)=[O:19].[OH-].[Na+]. (4) Given the product [CH2:23]([N:5]1[CH2:6][CH:7]([C:9]2[CH:14]=[CH:13][C:12]([NH:15][C:42]([C:32]3[NH:31][CH:30]=[C:29]([CH3:28])[N:33]=3)=[O:43])=[C:11]([N:16]3[CH2:17][CH2:18][CH:19]([CH3:22])[CH2:20][CH2:21]3)[CH:10]=2)[CH2:8][N:3]([CH2:1][CH3:2])[S:4]1(=[O:26])=[O:25])[CH3:24], predict the reactants needed to synthesize it. The reactants are: [CH2:1]([N:3]1[CH2:8][CH:7]([C:9]2[CH:14]=[CH:13][C:12]([NH2:15])=[C:11]([N:16]3[CH2:21][CH2:20][CH:19]([CH3:22])[CH2:18][CH2:17]3)[CH:10]=2)[CH2:6][N:5]([CH2:23][CH3:24])[S:4]1(=[O:26])=[O:25])[CH3:2].[K+].[CH3:28][C:29]1[N:33](COCC[Si](C)(C)C)[C:32]([C:42]([O-])=[O:43])=[N:31][CH:30]=1. (5) Given the product [CH3:1][O:2][C:3]1[CH:4]=[CH:5][C:6]([CH2:7][CH:8]2[CH2:12][O:11][S:10](=[O:29])(=[O:13])[N:9]2[CH:14]([CH:22]([CH3:23])[CH3:24])[C:15]([O:17][C:18]([CH3:20])([CH3:19])[CH3:21])=[O:16])=[CH:25][CH:26]=1, predict the reactants needed to synthesize it. The reactants are: [CH3:1][O:2][C:3]1[CH:26]=[CH:25][C:6]([CH2:7][CH:8]2[CH2:12][O:11][S:10](=[O:13])[N:9]2[CH:14]([CH:22]([CH3:24])[CH3:23])[C:15]([O:17][C:18]([CH3:21])([CH3:20])[CH3:19])=[O:16])=[CH:5][CH:4]=1.O.C([O-])(O)=[O:29].[Na+].C(Cl)Cl.